The task is: Predict the product of the given reaction.. This data is from Forward reaction prediction with 1.9M reactions from USPTO patents (1976-2016). (1) Given the reactants [CH3:1][C:2]1([CH3:24])[CH2:7][CH2:6][N:5]([CH2:8][CH2:9][C:10]([NH:13][C:14](=[O:23])[O:15][CH2:16][C:17]2[CH:22]=[CH:21][CH:20]=[CH:19][CH:18]=2)([CH3:12])[CH3:11])[CH2:4][CH2:3]1.[CH3:25][I:26], predict the reaction product. The product is: [I-:26].[CH2:16]([O:15][C:14]([NH:13][C:10]([CH3:11])([CH3:12])[CH2:9][CH2:8][N+:5]1([CH3:25])[CH2:6][CH2:7][C:2]([CH3:24])([CH3:1])[CH2:3][CH2:4]1)=[O:23])[C:17]1[CH:22]=[CH:21][CH:20]=[CH:19][CH:18]=1. (2) Given the reactants [O:1]1[CH2:3][CH:2]1[CH2:4][N:5]1[CH2:14][CH2:13][C:12]2[C:7](=[CH:8][CH:9]=[CH:10][CH:11]=2)[CH2:6]1.[NH2:15][C:16]1[CH:17]=[C:18]([CH:33]=[CH:34][CH:35]=1)[CH2:19][N:20]([CH:28]1[CH2:32][CH2:31][CH2:30][CH2:29]1)[C:21](=[O:27])[O:22][C:23]([CH3:26])([CH3:25])[CH3:24], predict the reaction product. The product is: [CH:28]1([N:20]([CH2:19][C:18]2[CH:33]=[CH:34][CH:35]=[C:16]([NH:15][CH2:3][CH:2]([OH:1])[CH2:4][N:5]3[CH2:14][CH2:13][C:12]4[C:7](=[CH:8][CH:9]=[CH:10][CH:11]=4)[CH2:6]3)[CH:17]=2)[C:21](=[O:27])[O:22][C:23]([CH3:26])([CH3:25])[CH3:24])[CH2:29][CH2:30][CH2:31][CH2:32]1. (3) Given the reactants [NH2:1][CH2:2][C@H:3]1[C@H:9]([C:10]2[CH:15]=[CH:14][C:13]([Cl:16])=[C:12]([F:17])[CH:11]=2)[O:8][CH2:7][CH2:6][N:5]([C:18]([O:20][C:21]([CH3:24])([CH3:23])[CH3:22])=[O:19])[CH2:4]1.Cl[C:26]1[N:31]=[CH:30][CH:29]=[CH:28][N:27]=1.C(=O)([O-])[O-].[K+].[K+], predict the reaction product. The product is: [Cl:16][C:13]1[CH:14]=[CH:15][C:10]([C@@H:9]2[O:8][CH2:7][CH2:6][N:5]([C:18]([O:20][C:21]([CH3:24])([CH3:23])[CH3:22])=[O:19])[CH2:4][C@H:3]2[CH2:2][NH:1][C:26]2[N:31]=[CH:30][CH:29]=[CH:28][N:27]=2)=[CH:11][C:12]=1[F:17]. (4) Given the reactants [CH3:1][O:2][C:3]([C:5]1[C:6]([OH:24])=[C:7]2[C:12](=[CH:13][N:14]=1)[N:11]([CH2:15][C:16]1[CH:21]=[CH:20][CH:19]=[CH:18][CH:17]=1)[C:10](=[O:22])[C:9](Br)=[CH:8]2)=[O:4].C([Sn](CCCC)(CCCC)[C:30]#[C:31][C:32]1[CH:37]=[CH:36][CH:35]=[CH:34][CH:33]=1)CCC.Cl, predict the reaction product. The product is: [CH3:1][O:2][C:3]([C:5]1[C:6]([OH:24])=[C:7]2[C:12](=[CH:13][N:14]=1)[N:11]([CH2:15][C:16]1[CH:21]=[CH:20][CH:19]=[CH:18][CH:17]=1)[C:10](=[O:22])[C:9]([C:30]#[C:31][C:32]1[CH:37]=[CH:36][CH:35]=[CH:34][CH:33]=1)=[CH:8]2)=[O:4]. (5) Given the reactants C([O:3][C:4](=[O:34])[CH2:5][CH2:6][N:7]1[C:15]2[C:10](=[CH:11][CH:12]=[C:13]([CH2:16][O:17][C:18]3[CH:23]=[CH:22][C:21]([C:24]4[CH:29]=[C:28]([F:30])[C:27]([F:31])=[CH:26][C:25]=4[O:32][CH3:33])=[CH:20][CH:19]=3)[CH:14]=2)[CH:9]=[CH:8]1)C.O1CCCC1.[OH-].[Li+].O[Li].O, predict the reaction product. The product is: [F:31][C:27]1[C:28]([F:30])=[CH:29][C:24]([C:21]2[CH:22]=[CH:23][C:18]([O:17][CH2:16][C:13]3[CH:14]=[C:15]4[C:10]([CH:9]=[CH:8][N:7]4[CH2:6][CH2:5][C:4]([OH:34])=[O:3])=[CH:11][CH:12]=3)=[CH:19][CH:20]=2)=[C:25]([O:32][CH3:33])[CH:26]=1. (6) The product is: [Br:1][C:2]1[CH:10]=[C:9]2[C:5]([CH:6]=[N:7][N:8]2[CH2:20][C:21]([CH3:23])([OH:24])[CH3:22])=[CH:4][C:3]=1[O:11][C:12]1[CH:17]=[CH:16][C:15]([F:18])=[CH:14][C:13]=1[F:19]. Given the reactants [Br:1][C:2]1[CH:10]=[C:9]2[C:5]([CH:6]=[N:7][NH:8]2)=[CH:4][C:3]=1[O:11][C:12]1[CH:17]=[CH:16][C:15]([F:18])=[CH:14][C:13]=1[F:19].[CH3:20][C:21]1([O:24][CH2:23]1)[CH3:22].C(=O)([O-])[O-].[K+].[K+], predict the reaction product. (7) Given the reactants [NH2:1][C:2]1[C:11]2[CH:10]=[CH:9][C:8]([F:12])=[C:7](Br)[C:6]=2[N:5]=[C:4]2[CH2:14][N:15]([CH:18]3[CH2:21][CH2:20][CH2:19]3)[C:16](=[O:17])[C:3]=12.[F:22][C:23]1[CH:24]=[CH:25][C:26]([O:32][CH3:33])=[C:27](B(O)O)[CH:28]=1, predict the reaction product. The product is: [NH2:1][C:2]1[C:11]2[CH:10]=[CH:9][C:8]([F:12])=[C:7]([C:25]3[CH:24]=[C:23]([F:22])[CH:28]=[CH:27][C:26]=3[O:32][CH3:33])[C:6]=2[N:5]=[C:4]2[CH2:14][N:15]([CH:18]3[CH2:21][CH2:20][CH2:19]3)[C:16](=[O:17])[C:3]=12.